Dataset: Reaction yield outcomes from USPTO patents with 853,638 reactions. Task: Predict the reaction yield, written as a fraction of the theoretical maximum amount of product (1.0 means a 100% yield; for example, 0.34 means a 34% yield). (1) The reactants are [C:1]([O:5][C:6]([NH:8][C:9]1[CH:10]=[CH:11][CH:12]=[C:13]2[C:18]=1[CH:17]=[C:16]([OH:19])[CH:15]=[CH:14]2)=[O:7])([CH3:4])([CH3:3])[CH3:2].C(=O)([O-])[O-].[Cs+].[Cs+].I[CH2:27][CH3:28].O. The catalyst is CN(C=O)C. The product is [C:1]([O:5][C:6](=[O:7])[NH:8][C:9]1[C:18]2[C:13](=[CH:14][CH:15]=[C:16]([O:19][CH2:27][CH3:28])[CH:17]=2)[CH:12]=[CH:11][CH:10]=1)([CH3:4])([CH3:2])[CH3:3]. The yield is 0.675. (2) No catalyst specified. The yield is 0.0400. The reactants are [CH3:1][O:2][C:3]1[CH:11]=[CH:10][C:6]([C:7](Cl)=[O:8])=[CH:5][CH:4]=1.[N:12]1[CH:17]=[CH:16][C:15]([C:18]2[CH:33]=[CH:32][C:21]([C:22]([NH:24][C:25]3[CH:26]=[N:27][CH:28]=[CH:29][C:30]=3[NH2:31])=[O:23])=[CH:20][CH:19]=2)=[CH:14][CH:13]=1. The product is [CH3:1][O:2][C:3]1[CH:11]=[CH:10][C:6]([C:7]([NH:31][C:30]2[CH:29]=[CH:28][N:27]=[CH:26][C:25]=2[NH:24][C:22](=[O:23])[C:21]2[CH:20]=[CH:19][C:18]([C:15]3[CH:14]=[CH:13][N:12]=[CH:17][CH:16]=3)=[CH:33][CH:32]=2)=[O:8])=[CH:5][CH:4]=1. (3) The reactants are [OH:1][CH:2]([CH:8]([O:15][C:16]1[CH:21]=[CH:20][CH:19]=[CH:18][C:17]=1[N+:22]([O-])=O)[C:9]1[CH:14]=[CH:13][CH:12]=[CH:11][CH:10]=1)[C:3]([O:5][CH2:6][CH3:7])=[O:4]. The catalyst is C(O)C.[Pd]. The product is [NH2:22][C:17]1[CH:18]=[CH:19][CH:20]=[CH:21][C:16]=1[O:15][CH:8]([C:9]1[CH:14]=[CH:13][CH:12]=[CH:11][CH:10]=1)[CH:2]([OH:1])[C:3]([O:5][CH2:6][CH3:7])=[O:4]. The yield is 0.990. (4) The reactants are [ClH:1].ClC1NC=C([C@H:8]2[C:16]3[C:11](=[CH:12][CH:13]=[CH:14][CH:15]=3)[CH2:10][NH:9]2)C1.[C:17]([O-:20])([O-])=[O:18].[K+].[K+].BrCCC=C1C2[CH:34]=[CH:35][CH:36]=[N:37][C:32]=2COC2C=CC(C(O)(C)C)=CC1=2. The catalyst is C(#N)C.O. The product is [C:11]([O:20][C:17]([N:37]1[CH2:36][CH2:35][C@@H:34]([N:9]2[CH2:8][C:16]3[C:11](=[CH:12][CH:13]=[C:14]([Cl:1])[CH:15]=3)[CH2:10]2)[CH2:32]1)=[O:18])([CH3:16])([CH3:12])[CH3:10]. The yield is 0.550. (5) The reactants are [CH2:1]([C:3]1[C:12]2[CH2:11][CH2:10][CH2:9][CH2:8][C:7]=2[C:6]([N:13]2[C:17]([CH2:18][F:19])=[N:16][N:15]=[C:14]2[SH:20])=[CH:5][CH:4]=1)[CH3:2].C([O-])([O-])=O.[K+].[K+].Cl[CH2:28][C:29]([NH:31][C:32]1[CH:37]=[CH:36][C:35]([S:38](=[O:41])(=[O:40])[NH2:39])=[CH:34][C:33]=1[Cl:42])=[O:30].O. The catalyst is CN(C=O)C. The product is [Cl:42][C:33]1[CH:34]=[C:35]([S:38](=[O:41])(=[O:40])[NH2:39])[CH:36]=[CH:37][C:32]=1[NH:31][C:29](=[O:30])[CH2:28][S:20][C:14]1[N:13]([C:6]2[C:7]3[CH2:8][CH2:9][CH2:10][CH2:11][C:12]=3[C:3]([CH2:1][CH3:2])=[CH:4][CH:5]=2)[C:17]([CH2:18][F:19])=[N:16][N:15]=1. The yield is 0.470. (6) The reactants are [F:1][C:2]([F:7])([F:6])[C:3]([F:5])=[O:4].[F-:8].[K+].[CH2:10]=[C:11]([C:16](OS(F)(=O)=O)([F:18])[F:17])[C:12]([F:15])([F:14])[F:13]. The catalyst is COCCOCCOC. The product is [F:17][C:16]([F:18])([O:4][C:3]([F:8])([F:5])[C:2]([F:7])([F:6])[F:1])[C:11]([C:12]([F:15])([F:14])[F:13])=[CH2:10]. The yield is 0.310. (7) The reactants are C[O:2][C:3]([C:5]1[C:13]([NH:14][C:15]2[CH:20]=[CH:19][C:18]([Br:21])=[CH:17][C:16]=2[Cl:22])=[C:12]([F:23])[C:8]2[N:9]=[CH:10][NH:11][C:7]=2[CH:6]=1)=[O:4].[OH-].[Na+]. The catalyst is CCO.C(OCC)(=O)C.O.Cl. The product is [Br:21][C:18]1[CH:19]=[CH:20][C:15]([NH:14][C:13]2[C:5]([C:3]([OH:4])=[O:2])=[CH:6][C:7]3[NH:11][CH:10]=[N:9][C:8]=3[C:12]=2[F:23])=[C:16]([Cl:22])[CH:17]=1. The yield is 0.390. (8) The reactants are [NH2:1][S:2]([C:5]1[CH:6]=[C:7]([CH:12]=[CH:13][CH:14]=1)[C:8](OC)=[O:9])(=[O:4])=[O:3].[Cl-].[Cl-].[Ca+2].[BH4-].[Na+]. The catalyst is C1COCC1.CCO. The product is [OH:9][CH2:8][C:7]1[CH:6]=[C:5]([S:2]([NH2:1])(=[O:3])=[O:4])[CH:14]=[CH:13][CH:12]=1. The yield is 0.680. (9) The reactants are [CH2:1]([N:3]([CH2:39][CH3:40])[C:4]([C:6]1[CH:38]=[CH:37][C:9]([C:10]([C:12]2[CH:36]=[CH:35][CH:34]=[CH:33][C:13]=2[O:14][CH2:15][CH2:16][N:17]2[CH2:22][CH2:21][CH:20]([N:23]3[C:27]4[CH:28]=[CH:29][CH:30]=[CH:31][C:26]=4[NH:25][C:24]3=[O:32])[CH2:19][CH2:18]2)=[O:11])=[CH:8][CH:7]=1)=[O:5])[CH3:2].[BH4-].[Na+].O. The catalyst is C(O)C. The product is [CH2:39]([N:3]([CH2:1][CH3:2])[C:4]([C:6]1[CH:7]=[CH:8][C:9]([CH:10]([C:12]2[CH:36]=[CH:35][CH:34]=[CH:33][C:13]=2[O:14][CH2:15][CH2:16][N:17]2[CH2:18][CH2:19][CH:20]([N:23]3[C:27]4[CH:28]=[CH:29][CH:30]=[CH:31][C:26]=4[NH:25][C:24]3=[O:32])[CH2:21][CH2:22]2)[OH:11])=[CH:37][CH:38]=1)=[O:5])[CH3:40]. The yield is 0.700. (10) The reactants are [CH:1]1([CH2:6][CH:7]([C:11]2[CH:16]=[CH:15][C:14]([C:17]#[CH:18])=[CH:13][CH:12]=2)[C:8]([OH:10])=O)[CH2:5][CH2:4][CH2:3][CH2:2]1.F[P-](F)(F)(F)(F)F.N1(O[P+](N(C)C)(N(C)C)N(C)C)C2C=CC=CC=2N=N1.C(N(CC)CC)C.[NH2:53][C:54]1[S:55][CH:56]=[CH:57][N:58]=1. The product is [CH:1]1([CH2:6][CH:7]([C:11]2[CH:16]=[CH:15][C:14]([C:17]#[CH:18])=[CH:13][CH:12]=2)[C:8]([NH:53][C:54]2[S:55][CH:56]=[CH:57][N:58]=2)=[O:10])[CH2:2][CH2:3][CH2:4][CH2:5]1. The catalyst is C(Cl)Cl. The yield is 0.568.